This data is from Acute oral toxicity (LD50) regression data from Zhu et al.. The task is: Regression/Classification. Given a drug SMILES string, predict its toxicity properties. Task type varies by dataset: regression for continuous values (e.g., LD50, hERG inhibition percentage) or binary classification for toxic/non-toxic outcomes (e.g., AMES mutagenicity, cardiotoxicity, hepatotoxicity). Dataset: ld50_zhu. (1) The compound is COc1c2occc2cc2ccc(=O)oc12. The rat oral LD50 is 2.44, given as -log10 of the dose in mol/kg body weight (higher means more acutely toxic). (2) The drug is COc1ccccc1. The rat oral LD50 is 1.47, given as -log10 of the dose in mol/kg body weight (higher means more acutely toxic). (3) The molecule is CC1=NOC(=O)C1=NNc1ccccc1Cl. The rat oral LD50 is 3.28, given as -log10 of the dose in mol/kg body weight (higher means more acutely toxic). (4) The rat oral LD50 is 1.04, given as -log10 of the dose in mol/kg body weight (higher means more acutely toxic). The compound is CCOC(=O)CCC[Si](C)(OCC)OCC. (5) The drug is C1CCC(N2CCOCC2)CC1. The rat oral LD50 is 2.98, given as -log10 of the dose in mol/kg body weight (higher means more acutely toxic). (6) The molecule is CCCOc1ccc(C=O)cc1. The rat oral LD50 is 2.00, given as -log10 of the dose in mol/kg body weight (higher means more acutely toxic). (7) The molecule is CN(C)N=Nc1ccc(C(N)=O)cc1. The rat oral LD50 is 3.55, given as -log10 of the dose in mol/kg body weight (higher means more acutely toxic).